The task is: Predict the reactants needed to synthesize the given product.. This data is from Full USPTO retrosynthesis dataset with 1.9M reactions from patents (1976-2016). (1) Given the product [NH2:2][CH2:1][CH2:3][CH:4]1[C:13]2[C:8](=[CH:9][CH:10]=[C:11]([O:14][CH3:15])[CH:12]=2)[CH2:7][N:6]([C:16]([O:18][C:19]([CH3:22])([CH3:21])[CH3:20])=[O:17])[CH2:5]1, predict the reactants needed to synthesize it. The reactants are: [C:1]([CH2:3][CH:4]1[C:13]2[C:8](=[CH:9][CH:10]=[C:11]([O:14][CH3:15])[CH:12]=2)[CH2:7][N:6]([C:16]([O:18][C:19]([CH3:22])([CH3:21])[CH3:20])=[O:17])[CH2:5]1)#[N:2]. (2) Given the product [CH3:8][C:6]1[CH:7]=[C:2]2[C:23]([C:24]3[CH:29]=[N:28][CH:27]=[N:26][CH:25]=3)=[C:22]([Si:19]([CH3:18])([CH3:21])[CH3:20])[NH:9][C:3]2=[N:4][CH:5]=1, predict the reactants needed to synthesize it. The reactants are: I[C:2]1[C:3]([NH2:9])=[N:4][CH:5]=[C:6]([CH3:8])[CH:7]=1.N12CCN(CC1)CC2.[CH3:18][Si:19]([C:22]#[C:23][C:24]1[CH:25]=[N:26][CH:27]=[N:28][CH:29]=1)([CH3:21])[CH3:20]. (3) Given the product [F:42][C:2]([F:43])([O:60][C:54]1[CH:59]=[CH:58][CH:57]=[CH:56][CH:55]=1)[C:3]1[C:11]2[CH2:10][CH2:9][CH2:8][CH2:7][C:6]=2[N:5]([CH2:12][C:13]([NH:15][C@H:16]([C:26]2[C:31]([C:32]3[CH:33]=[CH:34][C:35]([F:41])=[C:36]([CH:40]=3)[C:37]([NH2:39])=[O:38])=[CH:30][CH:29]=[CH:28][N:27]=2)[CH2:17][C:18]2[CH:23]=[C:22]([F:24])[CH:21]=[C:20]([F:25])[CH:19]=2)=[O:14])[N:4]=1, predict the reactants needed to synthesize it. The reactants are: Cl[C:2]([F:43])([F:42])[C:3]1[C:11]2[CH2:10][CH2:9][CH2:8][CH2:7][C:6]=2[N:5]([CH2:12][C:13]([NH:15][C@H:16]([C:26]2[C:31]([C:32]3[CH:33]=[CH:34][C:35]([F:41])=[C:36]([CH:40]=3)[C:37]([NH2:39])=[O:38])=[CH:30][CH:29]=[CH:28][N:27]=2)[CH2:17][C:18]2[CH:23]=[C:22]([F:24])[CH:21]=[C:20]([F:25])[CH:19]=2)=[O:14])[N:4]=1.C[Si]([N-][Si](C)(C)C)(C)C.[K+].[C:54]1([OH:60])[CH:59]=[CH:58][CH:57]=[CH:56][CH:55]=1. (4) Given the product [Cl:19][C:18]1[CH:17]=[CH:16][C:12]([C:13]([OH:15])=[O:14])=[CH:11][C:10]=1[NH:9][C:6]1[CH2:5][CH2:4][C:3](=[O:8])[C:2]=1[CH3:1].[CH3:5][CH2:6][OH:7], predict the reactants needed to synthesize it. The reactants are: [CH3:1][CH:2]1[C:6](=[O:7])[CH2:5][CH2:4][C:3]1=[O:8].[NH2:9][C:10]1[CH:11]=[C:12]([CH:16]=[CH:17][C:18]=1[Cl:19])[C:13]([OH:15])=[O:14].